Dataset: Catalyst prediction with 721,799 reactions and 888 catalyst types from USPTO. Task: Predict which catalyst facilitates the given reaction. Reactant: [CH3:1][O:2][CH2:3][CH2:4][N:5]1[C:13]2[CH:12]=[CH:11][CH:10]=[C:9]([CH:14]=[O:15])[C:8]=2[CH:7]=[CH:6]1.[C:16](O[C:16]([C:18]([F:21])([F:20])[F:19])=[O:17])([C:18]([F:21])([F:20])[F:19])=[O:17]. Product: [CH3:1][O:2][CH2:3][CH2:4][N:5]1[C:13]2[CH:12]=[CH:11][CH:10]=[C:9]([CH:14]=[O:15])[C:8]=2[C:7]([C:16](=[O:17])[C:18]([F:21])([F:20])[F:19])=[CH:6]1. The catalyst class is: 3.